This data is from Catalyst prediction with 721,799 reactions and 888 catalyst types from USPTO. The task is: Predict which catalyst facilitates the given reaction. (1) Reactant: [C:1]([O:5][C:6]([N:8]1[CH2:13][CH2:12][CH2:11][CH:10]([C:14]2[S:15][CH:16]=[C:17]([C:19]([OH:21])=O)[CH:18]=2)[CH2:9]1)=[O:7])([CH3:4])([CH3:3])[CH3:2].C(N(CC)CC)C.CN(C(ON1N=NC2C=CC=NC1=2)=[N+](C)C)C.F[P-](F)(F)(F)(F)F.[NH:53]1[CH2:59][CH2:58][CH2:57][CH2:56][CH2:55][CH2:54]1. Product: [C:1]([O:5][C:6]([N:8]1[CH2:13][CH2:12][CH2:11][CH:10]([C:14]2[S:15][CH:16]=[C:17]([C:19]([N:53]3[CH2:59][CH2:58][CH2:57][CH2:56][CH2:55][CH2:54]3)=[O:21])[CH:18]=2)[CH2:9]1)=[O:7])([CH3:2])([CH3:3])[CH3:4]. The catalyst class is: 3. (2) Reactant: N[C:2]1([N:17]=[N:18][C:19]2[N:24]=[CH:23][CH:22]=[CH:21][N:20]=2)[N:7]=[C:6](Cl)[C:5]([C:9]2[CH:14]=[CH:13][C:12]([Cl:15])=[CH:11][CH:10]=2)=[C:4](N)[NH:3]1.C12(N)CC3CC(CC(C3)C1)C2.O. Product: [Cl:15][C:12]1[CH:13]=[CH:14][C:9]([C:5]2[CH:6]=[N:7][C:2]([N:17]=[N:18][C:19]3[N:20]=[CH:21][CH:22]=[CH:23][N:24]=3)=[N:3][CH:4]=2)=[CH:10][CH:11]=1. The catalyst class is: 3.